Dataset: Reaction yield outcomes from USPTO patents with 853,638 reactions. Task: Predict the reaction yield, written as a fraction of the theoretical maximum amount of product (1.0 means a 100% yield; for example, 0.34 means a 34% yield). The reactants are [Cl:1][C:2]1[N:7]=[C:6](Cl)[C:5]([Cl:9])=[CH:4][N:3]=1.[CH:10]1([CH2:13][O:14][C:15]2[NH:19][N:18]=[C:17]([NH2:20])[CH:16]=2)[CH2:12][CH2:11]1.C(N(CC)CC)C. The catalyst is CCO. The product is [CH:10]1([CH2:13][O:14][C:15]2[NH:19][N:18]=[C:17]([NH:20][C:6]3[C:5]([Cl:9])=[CH:4][N:3]=[C:2]([Cl:1])[N:7]=3)[CH:16]=2)[CH2:11][CH2:12]1. The yield is 0.0600.